Dataset: Reaction yield outcomes from USPTO patents with 853,638 reactions. Task: Predict the reaction yield, written as a fraction of the theoretical maximum amount of product (1.0 means a 100% yield; for example, 0.34 means a 34% yield). (1) The reactants are [F:1][C:2]([F:35])([F:34])[C:3]1[CH:4]=[C:5]([CH:27]=[C:28]([C:30]([F:33])([F:32])[F:31])[CH:29]=1)[CH2:6][N:7]([CH2:14][C:15]1[CH:16]=[C:17]2[C:24]([CH3:25])=[N:23][N:22]([CH3:26])[C:18]2=[N:19][C:20]=1Cl)[C:8]1[N:9]=[N:10][N:11]([CH3:13])[N:12]=1.CC(C)([O-])C.[K+].[CH:42]1([CH2:45][NH2:46])[CH2:44][CH2:43]1. The product is [F:1][C:2]([F:35])([F:34])[C:3]1[CH:4]=[C:5]([CH:27]=[C:28]([C:30]([F:33])([F:32])[F:31])[CH:29]=1)[CH2:6][N:7]([CH2:14][C:15]1[CH:16]=[C:17]2[C:24]([CH3:25])=[N:23][N:22]([CH3:26])[C:18]2=[N:19][C:20]=1[NH:46][CH2:45][CH:42]1[CH2:44][CH2:43]1)[C:8]1[N:9]=[N:10][N:11]([CH3:13])[N:12]=1. The catalyst is CC([O-])=O.CC([O-])=O.[Pd+2].C1C=CC(P(C2C(C3C(P(C4C=CC=CC=4)C4C=CC=CC=4)=CC=C4C=3C=CC=C4)=C3C(C=CC=C3)=CC=2)C2C=CC=CC=2)=CC=1.C(OCC)(=O)C. The yield is 0.900. (2) The reactants are [N:1]1[CH:6]=[CH:5][CH:4]=[C:3]([S:7](Cl)(=[O:9])=[O:8])[CH:2]=1.[C:11]1([C:19]2[CH:24]=[CH:23][CH:22]=[CH:21][CH:20]=2)[CH:16]=[CH:15][C:14]([CH2:17][NH2:18])=[CH:13][CH:12]=1. The catalyst is O. The product is [C:11]1([C:19]2[CH:20]=[CH:21][CH:22]=[CH:23][CH:24]=2)[CH:12]=[CH:13][C:14]([CH2:17][NH:18][S:7]([C:3]2[CH:2]=[N:1][CH:6]=[CH:5][CH:4]=2)(=[O:9])=[O:8])=[CH:15][CH:16]=1. The yield is 0.920. (3) The reactants are [CH2:1]([N:4]([CH2:15][CH:16](OC)[O:17]C)[C:5](=[O:14])[O:6][CH2:7][C:8]1[CH:13]=[CH:12][CH:11]=[CH:10][CH:9]=1)[CH:2]=[CH2:3].C(O)=O. The catalyst is O. The product is [CH2:1]([N:4]([CH2:15][CH:16]=[O:17])[C:5](=[O:14])[O:6][CH2:7][C:8]1[CH:13]=[CH:12][CH:11]=[CH:10][CH:9]=1)[CH:2]=[CH2:3]. The yield is 0.990. (4) The reactants are C([C:3]1[C:11]2[C:6](=[CH:7][CH:8]=[C:9]([OH:12])[CH:10]=2)[NH:5][CH:4]=1)C.Cl[CH2:14][C:15]1[S:19][C:18]([C:20]2[CH:25]=[CH:24][C:23]([C:26]([F:29])([F:28])[F:27])=[CH:22][CH:21]=2)=[N:17][C:16]=1[CH3:30].C(=O)([O-])[O-].[Cs+].[Cs+].C(OCC)C. The catalyst is CN(C=O)C. The product is [CH3:30][C:16]1[N:17]=[C:18]([C:20]2[CH:21]=[CH:22][C:23]([C:26]([F:29])([F:28])[F:27])=[CH:24][CH:25]=2)[S:19][C:15]=1[CH2:14][O:12][C:9]1[CH:10]=[C:11]2[C:6](=[CH:7][CH:8]=1)[NH:5][CH:4]=[CH:3]2. The yield is 0.860. (5) The reactants are [Br:1][C:2]1[CH:9]=[CH:8][C:5]([CH:6]=[O:7])=[C:4]([F:10])[CH:3]=1.C[Si]([C:15]([F:18])([F:17])[F:16])(C)C.[F-].C([N+](CCCC)(CCCC)CCCC)CCC. The catalyst is O1CCCC1. The product is [Br:1][C:2]1[CH:9]=[CH:8][C:5]([CH:6]([OH:7])[C:15]([F:18])([F:17])[F:16])=[C:4]([F:10])[CH:3]=1. The yield is 0.750.